This data is from Catalyst prediction with 721,799 reactions and 888 catalyst types from USPTO. The task is: Predict which catalyst facilitates the given reaction. (1) The catalyst class is: 6. Reactant: [CH2:1]([O:8][C:9]1[CH:14]=[CH:13][C:12]([CH2:15][C:16](Cl)=[O:17])=[CH:11][CH:10]=1)[C:2]1[CH:7]=[CH:6][CH:5]=[CH:4][CH:3]=1.C1COCC1.C(N(CC)CC)C.O.[NH2:32][NH2:33]. Product: [CH2:1]([O:8][C:9]1[CH:14]=[CH:13][C:12]([CH2:15][C:16]([NH:32][NH2:33])=[O:17])=[CH:11][CH:10]=1)[C:2]1[CH:7]=[CH:6][CH:5]=[CH:4][CH:3]=1. (2) Reactant: [C:1]([C:4]1[S:5][CH:6]=[CH:7][CH:8]=1)(=O)[CH3:2].[CH2:9]([N:11]([CH2:32][CH3:33])[CH2:12][CH2:13][O:14][C:15]1[CH:20]=[CH:19][C:18]([NH:21][C:22]2C=C(C3C=CSC=3)[NH:24][N:23]=2)=[CH:17][CH:16]=1)[CH3:10]. Product: [CH2:32]([N:11]([CH2:9][CH3:10])[CH2:12][CH2:13][O:14][C:15]1[CH:20]=[CH:19][C:18]([NH:21][C:22]2[CH:2]=[C:1]([C:4]3[S:5][CH:6]=[CH:7][CH:8]=3)[NH:24][N:23]=2)=[CH:17][CH:16]=1)[CH3:33]. The catalyst class is: 61.